Dataset: Full USPTO retrosynthesis dataset with 1.9M reactions from patents (1976-2016). Task: Predict the reactants needed to synthesize the given product. (1) The reactants are: C1N=CN([C:6](N2C=NC=C2)=[O:7])C=1.[NH2:13][C:14]1[C:19]([F:20])=[CH:18][CH:17]=[CH:16][C:15]=1[CH2:21][CH2:22][NH:23][CH:24]1[CH2:29][CH2:28][N:27]([CH2:30][C:31]2[CH:36]=[CH:35][CH:34]=[CH:33][CH:32]=2)[CH2:26][CH2:25]1. Given the product [CH2:30]([N:27]1[CH2:28][CH2:29][CH:24]([N:23]2[CH2:22][CH2:21][C:15]3[CH:16]=[CH:17][CH:18]=[C:19]([F:20])[C:14]=3[NH:13][C:6]2=[O:7])[CH2:25][CH2:26]1)[C:31]1[CH:32]=[CH:33][CH:34]=[CH:35][CH:36]=1, predict the reactants needed to synthesize it. (2) Given the product [ClH:9].[ClH:9].[CH3:10][C:11]1[CH:20]=[CH:19][C:18]2[C:13](=[CH:14][CH:15]=[CH:16][C:17]=2[N:21]2[CH2:22][CH2:23][N:24]([CH2:27][CH2:28][C:29]3[CH:38]=[CH:37][CH:36]=[C:35]4[C:30]=3[CH2:31][CH2:32][C:33]3[N:34]4[CH:47]=[N:46][C:48]=3[C:49]([O:51][CH2:52][CH3:53])=[O:50])[CH2:25][CH2:26]2)[N:12]=1, predict the reactants needed to synthesize it. The reactants are: P([Cl:9])(OCC)(OCC)=O.[CH3:10][C:11]1[CH:20]=[CH:19][C:18]2[C:13](=[CH:14][CH:15]=[CH:16][C:17]=2[N:21]2[CH2:26][CH2:25][N:24]([CH2:27][CH2:28][C:29]3[CH:38]=[CH:37][CH:36]=[C:35]4[C:30]=3[CH2:31][CH2:32][C:33](=O)[NH:34]4)[CH2:23][CH2:22]2)[N:12]=1.CC(C)([O-])C.[K+].[N+:46]([CH2:48][C:49]([O:51][CH2:52][CH3:53])=[O:50])#[C-:47]. (3) The reactants are: [CH3:1][O:2][C:3]1[CH:4]=[C:5](/[C:11](=[CH:14]/[C:15]2[S:16][C:17]([N:20]3[CH2:25][CH2:24][CH:23](O)[CH2:22][CH2:21]3)=[CH:18][CH:19]=2)/[C:12]#[N:13])[CH:6]=[CH:7][C:8]=1[O:9][CH3:10].[Cl:27][C:28]([N:30]1[CH2:35][CH2:34][CH:33]([N:36]2[CH2:41][CH2:40][CH2:39][CH2:38][CH2:37]2)[CH2:32][CH2:31]1)=[O:29].C[OH:43]. Given the product [ClH:27].[C:12](/[C:11](/[C:5]1[CH:6]=[CH:7][C:8]([O:9][CH3:10])=[C:3]([O:2][CH3:1])[CH:4]=1)=[CH:14]\[C:15]1[S:16][C:17]([N:20]2[CH2:25][CH2:24][CH:23]([CH:37]3[CH2:38][CH2:39][CH2:40][CH2:41][N:36]3[CH:33]3[CH2:34][CH2:35][N:30]([C:28]([OH:43])=[O:29])[CH2:31][CH2:32]3)[CH2:22][CH2:21]2)=[CH:18][CH:19]=1)#[N:13], predict the reactants needed to synthesize it. (4) The reactants are: [CH3:1][O:2][P:3](=[O:14])([O:12][CH3:13])[O:4][CH:5]1[CH2:9][O:8]C(C)(C)[O:6]1.Cl. Given the product [CH3:1][O:2][P:3](=[O:14])([O:12][CH3:13])[O:4][CH:5]([OH:6])[CH2:9][OH:8], predict the reactants needed to synthesize it. (5) Given the product [C:3]([NH:6][CH2:7][CH2:8][NH:9][C:10]1[N:15]=[C:14]([C:16]2[CH:21]=[CH:20][CH:19]=[CH:18][CH:17]=2)[N:13]=[C:12]([NH:22][C:23](=[O:26])[CH2:24][N:36]2[CH2:37][CH2:38][CH2:39][N:33]([CH2:32][C:31]3[CH:40]=[CH:41][CH:42]=[C:29]([C:28]([F:43])([F:44])[F:27])[CH:30]=3)[CH2:34][CH2:35]2)[CH:11]=1)(=[O:5])[CH3:4], predict the reactants needed to synthesize it. The reactants are: [I-].[Na+].[C:3]([NH:6][CH2:7][CH2:8][NH:9][C:10]1[N:15]=[C:14]([C:16]2[CH:21]=[CH:20][CH:19]=[CH:18][CH:17]=2)[N:13]=[C:12]([NH:22][C:23](=[O:26])[CH2:24]Cl)[CH:11]=1)(=[O:5])[CH3:4].[F:27][C:28]([F:44])([F:43])[C:29]1[CH:30]=[C:31]([CH:40]=[CH:41][CH:42]=1)[CH2:32][N:33]1[CH2:39][CH2:38][CH2:37][NH:36][CH2:35][CH2:34]1.CCN(C(C)C)C(C)C. (6) Given the product [CH3:19][O:18][C:5]1[C:6]([C:8]2[CH:9]=[N:10][C:11]([C:14]([F:17])([F:16])[F:15])=[CH:12][CH:13]=2)=[CH:7][C:2]([C:24]#[N:25])=[N:3][CH:4]=1, predict the reactants needed to synthesize it. The reactants are: Cl[C:2]1[CH:7]=[C:6]([C:8]2[CH:9]=[N:10][C:11]([C:14]([F:17])([F:16])[F:15])=[CH:12][CH:13]=2)[C:5]([O:18][CH3:19])=[CH:4][N:3]=1.C(Cl)(Cl)Cl.[CH3:24][N:25](C)C=O. (7) Given the product [F:28][C:27]([F:30])([F:29])[C:25]([OH:31])=[O:26].[CH2:1]([O:3][CH2:4][CH2:5][O:6][C:7]1[NH:8][C:9]([NH2:24])=[C:10]2[C:14]([N:15]=1)=[N:13][C:12]([O:22][CH3:23])=[N:11]2)[CH3:2], predict the reactants needed to synthesize it. The reactants are: [CH2:1]([O:3][CH2:4][CH2:5][O:6][C:7]1[N:15]=[C:14]2[C:10]([N:11]=[C:12]([O:22][CH3:23])[N:13]2C2CCCCO2)=[C:9]([NH2:24])[N:8]=1)[CH3:2].[C:25]([OH:31])([C:27]([F:30])([F:29])[F:28])=[O:26].